From a dataset of NCI-60 drug combinations with 297,098 pairs across 59 cell lines. Regression. Given two drug SMILES strings and cell line genomic features, predict the synergy score measuring deviation from expected non-interaction effect. (1) Drug 1: CC1C(C(CC(O1)OC2CC(OC(C2O)C)OC3=CC4=CC5=C(C(=O)C(C(C5)C(C(=O)C(C(C)O)O)OC)OC6CC(C(C(O6)C)O)OC7CC(C(C(O7)C)O)OC8CC(C(C(O8)C)O)(C)O)C(=C4C(=C3C)O)O)O)O. Drug 2: CC1CCCC2(C(O2)CC(NC(=O)CC(C(C(=O)C(C1O)C)(C)C)O)C(=CC3=CSC(=N3)C)C)C. Cell line: 786-0. Synergy scores: CSS=69.0, Synergy_ZIP=1.03, Synergy_Bliss=0.870, Synergy_Loewe=1.01, Synergy_HSA=2.67. (2) Cell line: KM12. Drug 2: CC1C(C(CC(O1)OC2CC(CC3=C2C(=C4C(=C3O)C(=O)C5=CC=CC=C5C4=O)O)(C(=O)C)O)N)O. Drug 1: CC1=C(C=C(C=C1)NC(=O)C2=CC=C(C=C2)CN3CCN(CC3)C)NC4=NC=CC(=N4)C5=CN=CC=C5. Synergy scores: CSS=28.2, Synergy_ZIP=1.02, Synergy_Bliss=-0.686, Synergy_Loewe=-39.1, Synergy_HSA=-2.39. (3) Drug 1: CC12CCC(CC1=CCC3C2CCC4(C3CC=C4C5=CN=CC=C5)C)O. Drug 2: C1=NNC2=C1C(=O)NC=N2. Cell line: HOP-92. Synergy scores: CSS=7.41, Synergy_ZIP=-1.52, Synergy_Bliss=-0.444, Synergy_Loewe=0.0945, Synergy_HSA=-0.143. (4) Drug 1: COC1=CC(=CC(=C1O)OC)C2C3C(COC3=O)C(C4=CC5=C(C=C24)OCO5)OC6C(C(C7C(O6)COC(O7)C8=CC=CS8)O)O. Drug 2: C1=CC(=CC=C1C#N)C(C2=CC=C(C=C2)C#N)N3C=NC=N3. Cell line: HOP-92. Synergy scores: CSS=29.9, Synergy_ZIP=-12.5, Synergy_Bliss=-9.23, Synergy_Loewe=-9.68, Synergy_HSA=-7.00. (5) Drug 1: C1=NC2=C(N=C(N=C2N1C3C(C(C(O3)CO)O)O)F)N. Drug 2: C1C(C(OC1N2C=NC3=C2NC=NCC3O)CO)O. Cell line: EKVX. Synergy scores: CSS=2.31, Synergy_ZIP=2.13, Synergy_Bliss=4.72, Synergy_Loewe=1.10, Synergy_HSA=0.410.